Dataset: Forward reaction prediction with 1.9M reactions from USPTO patents (1976-2016). Task: Predict the product of the given reaction. (1) The product is: [C:25]([C:24]1[CH:27]=[CH:28][C:29]([NH:1][CH2:2][CH2:3][N:4]([CH2:14][CH:15]2[CH2:20][CH2:19][CH2:18][CH2:17][CH2:16]2)[S:5]([C:8]2[CH:13]=[CH:12][CH:11]=[CH:10][N:9]=2)(=[O:7])=[O:6])=[C:22]([F:21])[CH:23]=1)#[N:26]. Given the reactants [NH2:1][CH2:2][CH2:3][N:4]([CH2:14][CH:15]1[CH2:20][CH2:19][CH2:18][CH2:17][CH2:16]1)[S:5]([C:8]1[CH:13]=[CH:12][CH:11]=[CH:10][N:9]=1)(=[O:7])=[O:6].[F:21][C:22]1[CH:23]=[C:24]([CH:27]=[CH:28][C:29]=1F)[C:25]#[N:26].CCN(C(C)C)C(C)C.O, predict the reaction product. (2) Given the reactants [CH3:1][CH:2]1[CH2:11][C:10]2[C:5](=[CH:6][C:7]([C:12]([F:15])([F:14])[F:13])=[CH:8][CH:9]=2)[C:4](=[O:16])[NH:3]1.Br[C:18]1[CH:19]=[N:20][CH:21]=[CH:22][C:23]=1[C:24]([F:27])([F:26])[F:25].P([O-])([O-])([O-])=O.[K+].[K+].[K+], predict the reaction product. The product is: [CH3:1][CH:2]1[CH2:11][C:10]2[C:5](=[CH:6][C:7]([C:12]([F:13])([F:15])[F:14])=[CH:8][CH:9]=2)[C:4](=[O:16])[N:3]1[C:18]1[CH:19]=[N:20][CH:21]=[CH:22][C:23]=1[C:24]([F:27])([F:26])[F:25]. (3) Given the reactants [CH2:1]1[CH:5]2[CH2:6][NH:7][CH2:8][CH:4]2[CH2:3][N:2]1[C:9]([C:11]1[CH:16]=[CH:15][CH:14]=[CH:13][C:12]=1[C:17]1[S:18][CH:19]=[CH:20][CH:21]=1)=[O:10].Cl[C:23]1[C:32]([CH3:33])=[N:31][C:30]2[C:25](=[CH:26][CH:27]=[CH:28][CH:29]=2)[N:24]=1, predict the reaction product. The product is: [CH3:33][C:32]1[C:23]([N:7]2[CH2:8][CH:4]3[CH:5]([CH2:1][N:2]([C:9]([C:11]4[CH:16]=[CH:15][CH:14]=[CH:13][C:12]=4[C:17]4[S:18][CH:19]=[CH:20][CH:21]=4)=[O:10])[CH2:3]3)[CH2:6]2)=[N:24][C:25]2[C:30](=[CH:29][CH:28]=[CH:27][CH:26]=2)[N:31]=1. (4) Given the reactants [C:1]([OH:20])(=[O:19])[CH2:2][CH2:3][CH2:4][CH2:5][CH2:6][CH2:7][CH2:8][CH:9]=[CH:10][CH2:11][CH2:12][CH2:13][CH2:14][CH2:15][CH2:16][CH2:17][CH3:18].COC(=O)CCCCCCCC=CCCCCCCCC.C1([Se]Br)C=CC=CC=1.[N:50]([O-:52])=[O:51].[Na+].C[C@H]1[C@](O)(C(CO)=O)[C@]2(C)[C@H]([C@H]3[C@](F)([C@@H](O)C2)[C@]2(C)C(=CC(C=C2)=O)CC3)C1.C(N1C2N=CNC=2C(=O)N(C)C1=O)C(C)C.B(F)(F)F, predict the reaction product. The product is: [CH3:18][CH2:17][CH2:16][CH2:15][CH2:14]/[CH:13]=[CH:12]\[CH2:11]/[C:10](/[N+:50]([O-:52])=[O:51])=[CH:9]\[CH2:8][CH2:7][CH2:6][CH2:5][CH2:4][CH2:3][CH2:2][C:1]([OH:20])=[O:19]. (5) Given the reactants [OH:1][C@@H:2]1[C@@H:6]([CH2:7][OH:8])[O:5][C@@H:4]([N:9]2[CH:14]=[C:13]3[CH:15]=[C:16]([C:18]4[CH:23]=[CH:22][C:21]([CH2:24][CH2:25][CH2:26][CH2:27][CH3:28])=[CH:20][CH:19]=4)[O:17][C:12]3=[N:11][C:10]2=[O:29])[CH2:3]1.N1C=CC=CC=1.[O:36]([C:38]1[CH:59]=[CH:58][C:41]([C:42](Cl)([C:51]2[CH:56]=[CH:55][CH:54]=[CH:53][CH:52]=2)[C:43]2[CH:48]=[CH:47][C:46]([O:49][CH3:50])=[CH:45][CH:44]=2)=[CH:40][CH:39]=1)[CH3:37], predict the reaction product. The product is: [CH3:50][O:49][C:46]1[CH:45]=[CH:44][C:43]([C:42]([C:41]2[CH:40]=[CH:39][C:38]([O:36][CH3:37])=[CH:59][CH:58]=2)([C:51]2[CH:56]=[CH:55][CH:54]=[CH:53][CH:52]=2)[O:8][CH2:7][C@H:6]2[O:5][C@@H:4]([N:9]3[CH:14]=[C:13]4[CH:15]=[C:16]([C:18]5[CH:19]=[CH:20][C:21]([CH2:24][CH2:25][CH2:26][CH2:27][CH3:28])=[CH:22][CH:23]=5)[O:17][C:12]4=[N:11][C:10]3=[O:29])[CH2:3][C@@H:2]2[OH:1])=[CH:48][CH:47]=1. (6) Given the reactants [F:1][C:2]1[C:10]([F:11])=[CH:9][C:5]2[NH:6][N:7]=[N:8][C:4]=2[CH:3]=1.[OH-].[K+].[CH2:14](Br)[CH2:15][CH2:16][CH3:17], predict the reaction product. The product is: [CH2:14]([N:7]1[N:6]=[C:5]2[CH:9]=[C:10]([F:11])[C:2]([F:1])=[CH:3][C:4]2=[N:8]1)[CH2:15][CH2:16][CH3:17]. (7) Given the reactants Br[C:2]1[CH:10]=[CH:9][CH:8]=[C:7]2[C:3]=1[C:4]1([C:25]3=[CH:26][C:27]4[O:31][CH2:30][O:29][C:28]=4[CH:32]=[C:24]3[O:23][CH2:22]1)[C:5](=[O:21])[N:6]2[CH2:11][C:12]1[O:13][C:14]([C:17]([F:20])([F:19])[F:18])=[CH:15][CH:16]=1.BrC1C=CC=[C:39]2[C:35]=1[C:36]1([C:52]3=[CH:53][C:54]4OCO[C:55]=4[CH:59]=[C:51]3OC1)C(=O)[N:38]2CCCCC.N1C2C(=CC=CC=2)C=C(B(O)O)C=1.CN(C)C1N=CC(B(O)O)=CC=1, predict the reaction product. The product is: [N:38]1[C:53]2[C:52](=[CH:51][CH:59]=[CH:55][CH:54]=2)[CH:36]=[C:35]([C:2]2[CH:10]=[CH:9][CH:8]=[C:7]3[C:3]=2[C:4]2([C:25]4=[CH:26][C:27]5[O:31][CH2:30][O:29][C:28]=5[CH:32]=[C:24]4[O:23][CH2:22]2)[C:5](=[O:21])[N:6]3[CH2:11][C:12]2[O:13][C:14]([C:17]([F:19])([F:20])[F:18])=[CH:15][CH:16]=2)[CH:39]=1. (8) Given the reactants [CH3:1][C:2]1[CH:7]=[CH:6][C:5]([CH2:8][C:9]([OH:11])=O)=[CH:4][CH:3]=1.[CH2:12]([O:16][C:17](=[O:21])[C@H:18]([CH3:20])[NH2:19])[CH:13]([CH3:15])[CH3:14], predict the reaction product. The product is: [CH2:12]([O:16][C:17](=[O:21])[C@H:18]([CH3:20])[NH:19][C:9](=[O:11])[CH2:8][C:5]1[CH:4]=[CH:3][C:2]([CH3:1])=[CH:7][CH:6]=1)[CH:13]([CH3:15])[CH3:14]. (9) Given the reactants [Cl:1][C:2]1[CH:7]=[C:6]([Cl:8])[CH:5]=[C:4]([Cl:9])[C:3]=1[N:10]1[C:14]2=[N:15][C:16]([CH2:20][C:21]3[CH:26]=[CH:25][C:24]([C:27](O)=[O:28])=[CH:23][CH:22]=3)=[N:17][C:18](=[O:19])[C:13]2=[C:12]([CH:30]([CH3:32])[CH3:31])[NH:11]1.[NH2:33][N:34]1[CH2:39][CH2:38][N:37]([CH3:40])[CH2:36][CH2:35]1.CCN(C(C)C)C(C)C.CN(C(ON1N=NC2C=CC=CC1=2)=[N+](C)C)C.[B-](F)(F)(F)F, predict the reaction product. The product is: [Cl:9][C:4]1[CH:5]=[C:6]([Cl:8])[CH:7]=[C:2]([Cl:1])[C:3]=1[N:10]1[C:14]2=[N:15][C:16]([CH2:20][C:21]3[CH:26]=[CH:25][C:24]([C:27]([NH:33][N:34]4[CH2:39][CH2:38][N:37]([CH3:40])[CH2:36][CH2:35]4)=[O:28])=[CH:23][CH:22]=3)=[N:17][C:18](=[O:19])[C:13]2=[C:12]([CH:30]([CH3:32])[CH3:31])[NH:11]1. (10) Given the reactants [CH3:1][O:2][CH:3]([C:18]1[CH:19]=[N:20][CH:21]=[N:22][CH:23]=1)[C:4]1[CH:5]=[C:6]2[C:11](=[C:12]([C:14]([O:16]C)=[O:15])[CH:13]=1)[N:10]=[CH:9][CH:8]=[CH:7]2.[Li+].[OH-], predict the reaction product. The product is: [CH3:1][O:2][CH:3]([C:18]1[CH:19]=[N:20][CH:21]=[N:22][CH:23]=1)[C:4]1[CH:5]=[C:6]2[C:11](=[C:12]([C:14]([OH:16])=[O:15])[CH:13]=1)[N:10]=[CH:9][CH:8]=[CH:7]2.